Task: Binary Classification. Given a drug SMILES string, predict its activity (active/inactive) in a high-throughput screening assay against a specified biological target.. Dataset: HIV replication inhibition screening data with 41,000+ compounds from the AIDS Antiviral Screen (1) The compound is N#CC=Cc1cccc(Cl)c1. The result is 0 (inactive). (2) The compound is OCCN1CCN(CCCN2c3ccccc3Sc3ccc(Cl)cc32)CC1. The result is 0 (inactive). (3) The compound is Br.N=c1nc(Nc2ccccc2)ss1. The result is 0 (inactive). (4) The molecule is O=[N+]([O-])c1ccccc1Sc1ccccc1[N+](=O)[O-]. The result is 1 (active). (5) The molecule is CC(c1ccccc1F)=[N+]1[N-]C(N)=[S+][Pt-2]12[S+]=C(N)[N-][N+]2=C(C)c1ccccc1F. The result is 0 (inactive). (6) The result is 0 (inactive). The drug is CCCOc1ccc2[nH]cc(C(COC)c3c[nH]c4ccc(OCCC)cc34)c2c1. (7) The molecule is C[PH](C)(C)[Ir-3]1([PH](C)(C)C)([PH](C)(C)C)[OH+]C(=O)C2CCCN21.[Cl-]. The result is 0 (inactive).